Dataset: Catalyst prediction with 721,799 reactions and 888 catalyst types from USPTO. Task: Predict which catalyst facilitates the given reaction. The catalyst class is: 9. Product: [F:35][CH:8]([F:7])[C:9]1[CH:10]=[C:11]([N:15]2[C:20]3[CH2:21][CH2:22][NH:23][C:24](=[O:25])[C:19]=3[CH:18]([C:26]3[CH:27]=[CH:28][C:29]([C:30]#[N:31])=[CH:32][CH:33]=3)[N:17]([CH3:16])[C:1]2=[O:4])[CH:12]=[CH:13][CH:14]=1. Reactant: [C:1](=[O:4])([O-])[O-].[Cs+].[Cs+].[F:7][CH:8]([F:35])[C:9]1[CH:10]=[C:11]([N:15]2[C:20]3[CH2:21][CH2:22][NH:23][C:24](=[O:25])[C:19]=3[CH:18]([C:26]3[CH:33]=[CH:32][C:29]([C:30]#[N:31])=[CH:28][CH:27]=3)[NH:17][C:16]2=O)[CH:12]=[CH:13][CH:14]=1.CI.O.